Dataset: NCI-60 drug combinations with 297,098 pairs across 59 cell lines. Task: Regression. Given two drug SMILES strings and cell line genomic features, predict the synergy score measuring deviation from expected non-interaction effect. (1) Drug 1: C1=C(C(=O)NC(=O)N1)N(CCCl)CCCl. Drug 2: CC1=C(N=C(N=C1N)C(CC(=O)N)NCC(C(=O)N)N)C(=O)NC(C(C2=CN=CN2)OC3C(C(C(C(O3)CO)O)O)OC4C(C(C(C(O4)CO)O)OC(=O)N)O)C(=O)NC(C)C(C(C)C(=O)NC(C(C)O)C(=O)NCCC5=NC(=CS5)C6=NC(=CS6)C(=O)NCCC[S+](C)C)O. Cell line: A549. Synergy scores: CSS=36.9, Synergy_ZIP=-2.50, Synergy_Bliss=1.93, Synergy_Loewe=1.65, Synergy_HSA=4.36. (2) Synergy scores: CSS=22.9, Synergy_ZIP=-0.705, Synergy_Bliss=-5.04, Synergy_Loewe=-24.2, Synergy_HSA=-4.76. Drug 1: C1C(C(OC1N2C=NC3=C(N=C(N=C32)Cl)N)CO)O. Drug 2: COCCOC1=C(C=C2C(=C1)C(=NC=N2)NC3=CC=CC(=C3)C#C)OCCOC.Cl. Cell line: COLO 205. (3) Drug 1: CN(C)C1=NC(=NC(=N1)N(C)C)N(C)C. Drug 2: C1CC(C1)(C(=O)O)C(=O)O.[NH2-].[NH2-].[Pt+2]. Cell line: MALME-3M. Synergy scores: CSS=25.0, Synergy_ZIP=-3.95, Synergy_Bliss=1.55, Synergy_Loewe=-19.3, Synergy_HSA=-3.44. (4) Drug 2: CCC1(CC2CC(C3=C(CCN(C2)C1)C4=CC=CC=C4N3)(C5=C(C=C6C(=C5)C78CCN9C7C(C=CC9)(C(C(C8N6C=O)(C(=O)OC)O)OC(=O)C)CC)OC)C(=O)OC)O.OS(=O)(=O)O. Drug 1: C1=CC(=CC=C1CCCC(=O)O)N(CCCl)CCCl. Synergy scores: CSS=25.0, Synergy_ZIP=-0.894, Synergy_Bliss=3.49, Synergy_Loewe=-4.35, Synergy_HSA=4.11. Cell line: MDA-MB-231.